Dataset: Full USPTO retrosynthesis dataset with 1.9M reactions from patents (1976-2016). Task: Predict the reactants needed to synthesize the given product. (1) Given the product [OH:6][CH2:7][C:8]1[CH:9]=[CH:10][C:11]([NH:14][C:15]([C:17]2[CH:27]=[C:26]([O:28][C:29]3[CH:30]=[CH:31][C:32]([S:35]([CH3:38])(=[O:36])=[O:37])=[CH:33][CH:34]=3)[C:20]3[CH2:21][C:22]([CH3:25])([CH3:24])[O:23][C:19]=3[CH:18]=2)=[O:16])=[N:12][CH:13]=1, predict the reactants needed to synthesize it. The reactants are: C([SiH2][O:6][C:7](C)(C)[C:8]1[CH:9]=[CH:10][C:11]([NH:14][C:15]([C:17]2[CH:27]=[C:26]([O:28][C:29]3[CH:34]=[CH:33][C:32]([S:35]([CH3:38])(=[O:37])=[O:36])=[CH:31][CH:30]=3)[C:20]3[CH2:21][C:22]([CH3:25])([CH3:24])[O:23][C:19]=3[CH:18]=2)=[O:16])=[N:12][CH:13]=1)(C)(C)C.CCCC[N+](CCCC)(CCCC)CCCC.[F-].C1COCC1. (2) Given the product [Cl:44][C:3]1[CH:4]=[C:5]([C:37]2([OH:36])[CH2:38][CH:39]([C:41]([N:45]3[CH2:49][CH2:48][CH2:47][CH2:46]3)=[O:43])[CH2:40]2)[CH:11]=[CH:12][C:2]=1[CH2:26][N:27]1[CH2:31][CH2:30][CH2:29][C@H:28]1[CH3:32], predict the reactants needed to synthesize it. The reactants are: [Li][CH2:2][CH2:3][CH2:4][CH3:5].CCCCC[CH2:11][CH3:12].C(O)C1C=CC=CC=1.BrC1C=CC([CH2:26][N:27]2[CH2:31][CH2:30][CH2:29][C@H:28]2[CH3:32])=C(Cl)C=1.[O:36]=[C:37]1[CH2:40][CH:39]([C:41]([OH:43])=O)[CH2:38]1.[ClH:44].[NH:45]1[CH2:49][CH2:48][CH2:47][CH2:46]1.F[P-](F)(F)(F)(F)F.N1(O[P+](N(C)C)(N(C)C)N(C)C)C2C=CC=CC=2N=N1.